From a dataset of Reaction yield outcomes from USPTO patents with 853,638 reactions. Predict the reaction yield, written as a fraction of the theoretical maximum amount of product (1.0 means a 100% yield; for example, 0.34 means a 34% yield). (1) The reactants are [OH:1][C:2]1[C:3]([N+:8]([O-:10])=[O:9])=[N:4][CH:5]=[CH:6][CH:7]=1.C[O-].[Na+].[Br:14]Br. The catalyst is CO. The product is [Br:14][C:5]1[CH:6]=[CH:7][C:2]([OH:1])=[C:3]([N+:8]([O-:10])=[O:9])[N:4]=1. The yield is 0.960. (2) The product is [NH2:10][C:11]1([C:17]([NH:19][CH:20]([C:25]2[CH:30]=[CH:29][C:28]([Cl:31])=[CH:27][CH:26]=2)[CH2:21][CH2:22][CH2:23][OH:24])=[O:18])[CH2:16][CH2:15][N:14]([C:33]2[C:34]3[CH:41]=[CH:40][NH:39][C:35]=3[N:36]=[CH:37][N:38]=2)[CH2:13][CH2:12]1. The reactants are CCN(C(C)C)C(C)C.[NH2:10][C:11]1([C:17]([NH:19][CH:20]([C:25]2[CH:30]=[CH:29][C:28]([Cl:31])=[CH:27][CH:26]=2)[CH2:21][CH2:22][CH2:23][OH:24])=[O:18])[CH2:16][CH2:15][NH:14][CH2:13][CH2:12]1.Cl[C:33]1[C:34]2[CH:41]=[CH:40][NH:39][C:35]=2[N:36]=[CH:37][N:38]=1. The catalyst is C(O)C. The yield is 0.639. (3) The reactants are Cl[C:2]1[N:7]=[C:6]([O:8][C:9]2[CH:14]=[CH:13][N:12]=[C:11](Cl)[N:10]=2)[CH:5]=[CH:4][N:3]=1.[CH:16]([Sn](CCCC)(CCCC)CCCC)=[CH2:17].[C:31]1(C)C=CC=C[CH:32]=1. The catalyst is CCOC(C)=O.C1C=CC([P]([Pd]([P](C2C=CC=CC=2)(C2C=CC=CC=2)C2C=CC=CC=2)([P](C2C=CC=CC=2)(C2C=CC=CC=2)C2C=CC=CC=2)[P](C2C=CC=CC=2)(C2C=CC=CC=2)C2C=CC=CC=2)(C2C=CC=CC=2)C2C=CC=CC=2)=CC=1. The product is [CH:16]([C:2]1[N:7]=[C:6]([O:8][C:9]2[CH:14]=[CH:13][N:12]=[C:11]([CH:31]=[CH2:32])[N:10]=2)[CH:5]=[CH:4][N:3]=1)=[CH2:17]. The yield is 0.610. (4) The reactants are ClC(Cl)(O[C:5](=[O:11])OC(Cl)(Cl)Cl)Cl.[C:13]([O:17][C:18]([N:20]1[CH2:23][CH:22]([CH2:24][NH:25][C:26]2[N:31]=[C:30]([C:32]3[CH:37]=[CH:36][C:35]([NH2:38])=[CH:34][CH:33]=3)[N:29]=[C:28]([N:39]3[CH2:44][CH2:43][O:42][CH2:41][CH2:40]3)[N:27]=2)[CH2:21]1)=[O:19])([CH3:16])([CH3:15])[CH3:14].[NH2:45][C:46]1[CH:51]=[CH:50][N:49]=[CH:48][CH:47]=1.CCN(CC)CC. The catalyst is C(Cl)Cl. The product is [C:13]([O:17][C:18]([N:20]1[CH2:23][CH:22]([CH2:24][NH:25][C:26]2[N:27]=[C:28]([N:39]3[CH2:44][CH2:43][O:42][CH2:41][CH2:40]3)[N:29]=[C:30]([C:32]3[CH:37]=[CH:36][C:35]([NH:38][C:5]([NH:45][C:46]4[CH:51]=[CH:50][N:49]=[CH:48][CH:47]=4)=[O:11])=[CH:34][CH:33]=3)[N:31]=2)[CH2:21]1)=[O:19])([CH3:16])([CH3:14])[CH3:15]. The yield is 0.160. (5) The reactants are [S:1]1[CH2:5][CH2:4][NH:3][CH2:2]1.[N:6]1([C:15]2[O:16][C:17]([CH2:27][CH2:28][C:29](O)=[O:30])=[C:18]([C:20]3[CH:25]=[CH:24][C:23]([Cl:26])=[CH:22][CH:21]=3)[N:19]=2)[C:10]2[CH:11]=[CH:12][CH:13]=[CH:14][C:9]=2[N:8]=[CH:7]1.ON1C2N=CC=CC=2N=N1.C(N=C=NCCCN(C)C)C.Cl. The catalyst is CN(C)C=O. The product is [N:6]1([C:15]2[O:16][C:17]([CH2:27][CH2:28][C:29]([N:3]3[CH2:4][CH2:5][S:1][CH2:2]3)=[O:30])=[C:18]([C:20]3[CH:25]=[CH:24][C:23]([Cl:26])=[CH:22][CH:21]=3)[N:19]=2)[C:10]2[CH:11]=[CH:12][CH:13]=[CH:14][C:9]=2[N:8]=[CH:7]1. The yield is 0.460. (6) The catalyst is C1(C)C=CC=CC=1.C([O-])(=O)C.[Pd+2].C([O-])(=O)C.O. The reactants are C1(P(C2C=CC=CC=2)C2C=CC3C(=CC=CC=3)C=2C2C3C(=CC=CC=3)C=CC=2P(C2C=CC=CC=2)C2C=CC=CC=2)C=CC=CC=1.[NH2:47][C:48]1[CH:53]=[C:52]([CH3:54])[CH:51]=[CH:50][N:49]=1.[CH3:55][O:56][C:57](=[O:78])[CH2:58][CH2:59][CH:60]1[CH2:65][CH2:64][N:63]([C:66]2[S:67][C:68]([C:71]3[CH:76]=[CH:75][CH:74]=[C:73](Br)[N:72]=3)=[CH:69][N:70]=2)[CH2:62][CH2:61]1.C(=O)([O-])[O-].[Cs+].[Cs+]. The product is [CH3:55][O:56][C:57](=[O:78])[CH2:58][CH2:59][CH:60]1[CH2:61][CH2:62][N:63]([C:66]2[S:67][C:68]([C:71]3[CH:76]=[CH:75][CH:74]=[C:73]([NH:47][C:48]4[CH:53]=[C:52]([CH3:54])[CH:51]=[CH:50][N:49]=4)[N:72]=3)=[CH:69][N:70]=2)[CH2:64][CH2:65]1. The yield is 0.550. (7) The reactants are [Cl-].[Ce+3].[Cl-].[Cl-].[BH4-:5].[Na+].[CH3:7][O:8][C:9]1[CH:14]=[CH:13][C:12]([PH:15](=O)[C:16]2[CH:21]=[CH:20][C:19]([O:22][CH3:23])=[CH:18][CH:17]=2)=[CH:11][CH:10]=1.[H-].[Al+3].[Li+].[H-].[H-].[H-].Cl. The catalyst is C1COCC1.C1(C)C=CC=CC=1.O. The product is [CH3:23][O:22][C:19]1[CH:18]=[CH:17][C:16]([PH:15][C:12]2[CH:13]=[CH:14][C:9]([O:8][CH3:7])=[CH:10][CH:11]=2)=[CH:21][CH:20]=1.[BH3:5]. The yield is 0.413. (8) The reactants are C(OC([N:8]1[CH2:12][CH2:11][C:10]([N:14]2[CH2:19][CH2:18][CH:17]([NH:20][C:21]3[CH:26]=[CH:25][CH:24]=[CH:23][C:22]=3[CH:27]([C:35]([O:37]C(C)(C)C)=O)C(OC(C)(C)C)=O)[CH2:16][CH2:15]2)([CH3:13])[CH2:9]1)=O)(C)(C)C.CC1C=CC(S(O)(=O)=O)=CC=1.[OH-].[Na+]. The catalyst is C1(C)C=CC=CC=1. The product is [CH3:13][C:10]1([N:14]2[CH2:15][CH2:16][CH:17]([N:20]3[C:21]4[C:22](=[CH:23][CH:24]=[CH:25][CH:26]=4)[CH2:27][C:35]3=[O:37])[CH2:18][CH2:19]2)[CH2:11][CH2:12][NH:8][CH2:9]1. The yield is 0.950. (9) The reactants are [NH2:1][C:2]1[CH:22]=[C:21]([C:23]2[N:27]=[C:26]([CH3:28])[O:25][N:24]=2)[CH:20]=[CH:19][C:3]=1[CH2:4][NH:5][C:6](=[O:18])[C:7]1[CH:12]=[C:11]([O:13][CH3:14])[C:10]([CH3:15])=[C:9]([O:16][CH3:17])[CH:8]=1.Br[CH2:30][CH2:31][O:32][CH2:33][C:34]1[CH:39]=[CH:38][CH:37]=[CH:36][CH:35]=1.CC1ON=C(C2C=CC(CNC(=O)C3C=C(OC)C(C)=C(OC)C=3)=C(NCCOC3C=CC=CC=3)C=2)N=1. No catalyst specified. The product is [CH2:33]([O:32][CH2:31][CH2:30][NH:1][C:2]1[CH:22]=[C:21]([C:23]2[N:27]=[C:26]([CH3:28])[O:25][N:24]=2)[CH:20]=[CH:19][C:3]=1[CH2:4][NH:5][C:6](=[O:18])[C:7]1[CH:12]=[C:11]([O:13][CH3:14])[C:10]([CH3:15])=[C:9]([O:16][CH3:17])[CH:8]=1)[C:34]1[CH:39]=[CH:38][CH:37]=[CH:36][CH:35]=1. The yield is 0.510. (10) The reactants are [C:1]([C:5]1[O:9][N:8]=[C:7]([NH:10][C:11]([NH:13][C:14]2[CH:19]=[CH:18][CH:17]=[C:16]([SH:20])[CH:15]=2)=[O:12])[CH:6]=1)([CH3:4])([CH3:3])[CH3:2].Cl[C:22]1[C:31]2[C:26](=[CH:27][C:28]([O:34][CH2:35][CH3:36])=[C:29]([O:32][CH3:33])[CH:30]=2)[N:25]=[CH:24][N:23]=1.C([O-])([O-])=O.[Cs+].[Cs+]. The catalyst is C(O)(C)C. The product is [C:1]([C:5]1[O:9][N:8]=[C:7]([NH:10][C:11]([NH:13][C:14]2[CH:19]=[CH:18][CH:17]=[C:16]([S:20][C:22]3[C:31]4[C:26](=[CH:27][C:28]([O:34][CH2:35][CH3:36])=[C:29]([O:32][CH3:33])[CH:30]=4)[N:25]=[CH:24][N:23]=3)[CH:15]=2)=[O:12])[CH:6]=1)([CH3:4])([CH3:2])[CH3:3]. The yield is 0.480.